The task is: Predict the reactants needed to synthesize the given product.. This data is from Full USPTO retrosynthesis dataset with 1.9M reactions from patents (1976-2016). (1) Given the product [NH:11]1[C:12]2[CH:18]=[CH:17][CH:16]=[CH:15][C:13]=2[N:14]=[C:10]1[CH:9]([O:8][CH:5]1[CH2:4][CH2:3][N:2]([CH3:1])[CH2:7][CH2:6]1)[C:19]1[CH:20]=[C:21]([NH2:25])[CH:22]=[CH:23][CH:24]=1, predict the reactants needed to synthesize it. The reactants are: [CH3:1][N:2]1[CH2:7][CH2:6][CH:5]([O:8][CH:9]([C:19]2[CH:24]=[CH:23][CH:22]=[C:21]([N+:25]([O-])=O)[CH:20]=2)[C:10]2[NH:14][C:13]3[CH:15]=[CH:16][CH:17]=[CH:18][C:12]=3[N:11]=2)[CH2:4][CH2:3]1.[Sn+2].O.O.[Cl-].[Cl-].O.[OH-].[Na+]. (2) Given the product [CH3:1][O:2][C:3]1[CH:12]=[CH:11][C:10]([CH2:13][Cl:28])=[CH:9][C:4]=1[C:5]([O:7][CH3:8])=[O:6], predict the reactants needed to synthesize it. The reactants are: [CH3:1][O:2][C:3]1[CH:12]=[CH:11][C:10]([CH2:13]O)=[CH:9][C:4]=1[C:5]([O:7][CH3:8])=[O:6].C(N(CC)C(C)C)(C)C.CS([Cl:28])(=O)=O. (3) Given the product [Cl:9][C:10]1[N:15]=[C:14]2[N:16]([CH:19]3[CH2:24][CH2:23][N:22]([CH2:7][C:3]4[CH:2]=[N:1][CH:6]=[CH:5][CH:4]=4)[CH2:21][CH2:20]3)[N:17]=[CH:18][C:13]2=[C:12]([N:25]2[CH2:26][C@@H:27]([CH3:32])[O:28][C@@H:29]([CH3:31])[CH2:30]2)[N:11]=1, predict the reactants needed to synthesize it. The reactants are: [N:1]1[CH:6]=[CH:5][CH:4]=[C:3]([CH:7]=O)[CH:2]=1.[Cl:9][C:10]1[N:15]=[C:14]2[N:16]([CH:19]3[CH2:24][CH2:23][NH:22][CH2:21][CH2:20]3)[N:17]=[CH:18][C:13]2=[C:12]([N:25]2[CH2:30][C@@H:29]([CH3:31])[O:28][C@@H:27]([CH3:32])[CH2:26]2)[N:11]=1.C(O[BH-](OC(=O)C)OC(=O)C)(=O)C.[Na+]. (4) The reactants are: [CH:1](=O)[CH2:2][CH2:3][CH3:4].[C:6](O)(=O)[CH3:7].N[C:11]1[CH:12]=[C:13]([S:17][C:18]2[CH:23]=[CH:22][C:21]([CH2:24][C:25]([O:27][CH2:28][CH3:29])=[O:26])=[CH:20][CH:19]=2)[CH:14]=[CH:15][CH:16]=1.[C:30]([BH3-])#[N:31].[Na+].[CH3:34]N(C=O)C. Given the product [CH2:1]([N:31]([CH2:30][CH2:34][CH2:6][CH3:7])[C:11]1[CH:12]=[C:13]([S:17][C:18]2[CH:23]=[CH:22][C:21]([CH2:24][C:25]([O:27][CH2:28][CH3:29])=[O:26])=[CH:20][CH:19]=2)[CH:14]=[CH:15][CH:16]=1)[CH2:2][CH2:3][CH3:4], predict the reactants needed to synthesize it. (5) The reactants are: CC([CH2:5][N:6]([CH2:10][CH2:11][N:12]1[CH:16]=[C:15]([C:17]2[CH:18]=[C:19]3[C:24](=[CH:25][CH:26]=2)[N:23]([C:27](=[O:29])[CH3:28])[C@@H:22]([CH3:30])[CH2:21][C@H:20]3[NH:31][C:32]2[C:37]([CH3:38])=[CH:36][CH:35]=[CH:34][N:33]=2)[CH:14]=[N:13]1)C(=O)[O-])(C)C.FC(F)(F)C(O)=O.[ClH:46].CCOCC. Given the product [ClH:46].[C:27]([N:23]1[C:24]2[C:19](=[CH:18][C:17]([C:15]3[CH:14]=[N:13][N:12]([CH2:11][CH2:10][NH:6][CH3:5])[CH:16]=3)=[CH:26][CH:25]=2)[C@H:20]([NH:31][C:32]2[C:37]([CH3:38])=[CH:36][CH:35]=[CH:34][N:33]=2)[CH2:21][C@@H:22]1[CH3:30])(=[O:29])[CH3:28], predict the reactants needed to synthesize it. (6) Given the product [CH2:1]([O:3][C:4](=[O:17])[C:5]([S:8][C:9]1[S:10][CH:11]=[C:12]([CH2:14][CH2:15][O:16][CH2:23][C:22]2[CH:25]=[CH:26][C:19]([Br:18])=[CH:20][CH:21]=2)[N:13]=1)([CH3:7])[CH3:6])[CH3:2], predict the reactants needed to synthesize it. The reactants are: [CH2:1]([O:3][C:4](=[O:17])[C:5]([S:8][C:9]1[S:10][CH:11]=[C:12]([CH2:14][CH2:15][OH:16])[N:13]=1)([CH3:7])[CH3:6])[CH3:2].[Br:18][C:19]1[CH:26]=[CH:25][C:22]([CH2:23]Br)=[CH:21][CH:20]=1.CC(C)([O-])C.[K+].O.